From a dataset of Forward reaction prediction with 1.9M reactions from USPTO patents (1976-2016). Predict the product of the given reaction. The product is: [CH:7]([O:10][C:11]1[C:18]([O:19][CH3:20])=[CH:17][CH:16]=[CH:15][C:12]=1[CH:13]=[CH2:1])([CH3:9])[CH3:8]. Given the reactants [CH3:1]C([O-])(C)C.[K+].[CH:7]([O:10][C:11]1[C:18]([O:19][CH3:20])=[CH:17][CH:16]=[CH:15][C:12]=1[CH:13]=O)([CH3:9])[CH3:8].O, predict the reaction product.